From a dataset of Full USPTO retrosynthesis dataset with 1.9M reactions from patents (1976-2016). Predict the reactants needed to synthesize the given product. Given the product [C:39]([O:7][C@@H:3]([C@@H:2]([NH:1][C:25](=[O:26])[C:27]1[CH:32]=[CH:31][CH:30]=[C:29]([O:33][C:34](=[O:36])[CH3:35])[C:28]=1[CH3:37])[CH2:8][C:9]1[CH:14]=[CH:13][CH:12]=[CH:11][CH:10]=1)[C:4]([OH:6])=[O:5])(=[O:41])[CH3:40], predict the reactants needed to synthesize it. The reactants are: [NH2:1][C@@H:2]([CH2:8][C:9]1[CH:14]=[CH:13][CH:12]=[CH:11][CH:10]=1)[C@H:3]([OH:7])[C:4]([OH:6])=[O:5].[Na+].[Cl-].CCN(CC)CC.Cl[C:25]([C:27]1[C:28]([CH3:37])=[C:29]([O:33][C:34](=[O:36])[CH3:35])[CH:30]=[CH:31][CH:32]=1)=[O:26].Cl.[C:39](OC(=O)C)(=[O:41])[CH3:40].CS(O)(=O)=O.